This data is from Reaction yield outcomes from USPTO patents with 853,638 reactions. The task is: Predict the reaction yield, written as a fraction of the theoretical maximum amount of product (1.0 means a 100% yield; for example, 0.34 means a 34% yield). (1) The reactants are [C:1]1([CH3:35])[CH:6]=[CH:5][CH:4]=[CH:3][C:2]=1[NH:7][C:8]([NH:10]/[N:11]=[CH:12]/[C:13]1[CH:18]=[CH:17][C:16]([C:19]2[N:23]=[CH:22][N:21]([C:24]3[CH:29]=[CH:28][C:27]([O:30][C:31]([F:34])([F:33])[F:32])=[CH:26][CH:25]=3)[N:20]=2)=[CH:15][CH:14]=1)=[S:9].[CH2:36](N(CC)CC)C.Cl[CH2:44][C:45](=O)[CH3:46].O. The catalyst is CC(=O)CC. The product is [CH3:35][C:1]1[CH:6]=[CH:5][CH:4]=[C:3]([CH3:36])[C:2]=1[N:7]1[C:45]([CH3:46])=[CH:44][S:9]/[C:8]/1=[N:10]/[N:11]=[CH:12]\[C:13]1[CH:14]=[CH:15][C:16]([C:19]2[N:23]=[CH:22][N:21]([C:24]3[CH:29]=[CH:28][C:27]([O:30][C:31]([F:32])([F:33])[F:34])=[CH:26][CH:25]=3)[N:20]=2)=[CH:17][CH:18]=1. The yield is 0.830. (2) The yield is 0.340. The product is [C:1]([C:5]1[CH:10]=[CH:9][C:8]([N+:11]([O-:13])=[O:12])=[CH:7][C:6]=1[S:14]([NH2:18])(=[O:16])=[O:15])([CH3:4])([CH3:3])[CH3:2]. The reactants are [C:1]([C:5]1[CH:10]=[CH:9][C:8]([N+:11]([O-:13])=[O:12])=[CH:7][C:6]=1[S:14](Cl)(=[O:16])=[O:15])([CH3:4])([CH3:3])[CH3:2].[NH4+:18].[OH-]. The catalyst is CCOCC.O. (3) The reactants are C([N-]C(C)C)(C)C.[Li+].[Br:9][C:10]1[C:19]2[C:14](=[CH:15][CH:16]=[CH:17][CH:18]=2)[C:13]([C:20](=[O:22])[CH3:21])=[CH:12][CH:11]=1.[Cl:23][C:24]1[CH:25]=[C:26]([C:31](=[O:36])[C:32]([F:35])([F:34])[F:33])[CH:27]=[C:28]([Cl:30])[CH:29]=1.Cl. The catalyst is O1CCCC1. The product is [Br:9][C:10]1[C:19]2[C:14](=[CH:15][CH:16]=[CH:17][CH:18]=2)[C:13]([C:20](=[O:22])[CH2:21][C:31]([C:26]2[CH:27]=[C:28]([Cl:30])[CH:29]=[C:24]([Cl:23])[CH:25]=2)([OH:36])[C:32]([F:35])([F:34])[F:33])=[CH:12][CH:11]=1. The yield is 0.400. (4) The reactants are COC(C1[CH:14]=[C:13](O)[C:12]2[C:7](=[C:8](OCC3C=CC=CC=3)[CH:9]=[C:10](Br)[CH:11]=2)N=1)=O.[CH3:25][O:26][C:27]([C:29]1[CH:38]=[C:37]([O:39][CH2:40][C:41]2[CH:46]=[CH:45][CH:44]=[CH:43][CH:42]=2)[C:36]2[C:31](=[C:32]([C:48]#[N:49])[CH:33]=[C:34](Br)[CH:35]=2)[N:30]=1)=[O:28]. No catalyst specified. The product is [CH3:25][O:26][C:27]([C:29]1[CH:38]=[C:37]([O:39][CH2:40][C:41]2[CH:46]=[CH:45][CH:44]=[CH:43][CH:42]=2)[C:36]2[C:31](=[C:32]([C:48]#[N:49])[CH:33]=[C:34]([C:14]#[C:13][C:12]3[CH:7]=[CH:8][CH:9]=[CH:10][CH:11]=3)[CH:35]=2)[N:30]=1)=[O:28]. The yield is 0.660. (5) The reactants are [CH3:1][C:2]([CH3:19])([CH3:18])[C:3]#[C:4][C:5]1[C:10]([F:11])=[CH:9][CH:8]=[CH:7][C:6]=1[NH:12]C(=O)CCC.CC([O-])(C)C.[K+].O. The catalyst is CN(C=O)C. The product is [C:2]([C:3]1[NH:12][C:6]2[C:5]([CH:4]=1)=[C:10]([F:11])[CH:9]=[CH:8][CH:7]=2)([CH3:19])([CH3:18])[CH3:1]. The yield is 0.970. (6) The reactants are CN(C)/[CH:3]=[CH:4]/[C:5]([C:7]1[C:8]([C:20]2[CH:25]=[CH:24][C:23]([F:26])=[CH:22][CH:21]=2)=[N:9][N:10]2[CH:15]=[C:14]([C:16]([F:19])([F:18])[F:17])[CH:13]=[CH:12][C:11]=12)=O.Cl.[CH:29]1([NH:34][C:35]([NH2:37])=[NH:36])[CH2:33][CH2:32][CH2:31][CH2:30]1.C(=O)([O-])[O-].[K+].[K+].CCOCC. The catalyst is CN1CCCC1=O.O. The product is [CH:29]1([NH:34][C:35]2[N:37]=[C:5]([C:7]3[C:8]([C:20]4[CH:21]=[CH:22][C:23]([F:26])=[CH:24][CH:25]=4)=[N:9][N:10]4[CH:15]=[C:14]([C:16]([F:18])([F:17])[F:19])[CH:13]=[CH:12][C:11]=34)[CH:4]=[CH:3][N:36]=2)[CH2:33][CH2:32][CH2:31][CH2:30]1. The yield is 0.560. (7) The reactants are [CH3:1][O:2][C:3]1[CH:4]=[C:5]2[C:10](=[CH:11][C:12]=1[O:13][CH3:14])[N:9]=[CH:8][N:7]=[C:6]2[CH:15]1[CH2:20][CH2:19][NH:18][CH2:17][CH2:16]1.[N:21]([C:24]1[CH:29]=[CH:28][C:27]([O:30][C:31]([F:34])([F:33])[F:32])=[CH:26][CH:25]=1)=[C:22]=[O:23]. The catalyst is CN(C=O)C. The product is [F:32][C:31]([F:33])([F:34])[O:30][C:27]1[CH:26]=[CH:25][C:24]([NH:21][C:22]([N:18]2[CH2:19][CH2:20][CH:15]([C:6]3[C:5]4[C:10](=[CH:11][C:12]([O:13][CH3:14])=[C:3]([O:2][CH3:1])[CH:4]=4)[N:9]=[CH:8][N:7]=3)[CH2:16][CH2:17]2)=[O:23])=[CH:29][CH:28]=1. The yield is 0.520.